From a dataset of Peptide-MHC class II binding affinity with 134,281 pairs from IEDB. Regression. Given a peptide amino acid sequence and an MHC pseudo amino acid sequence, predict their binding affinity value. This is MHC class II binding data. (1) The peptide sequence is KYMVIQGEPGAVIRG. The MHC is HLA-DPA10201-DPB11401 with pseudo-sequence YAFFQFSGGAILNTLHLQFEYFDLEKVRVHLDVT. The binding affinity (normalized) is 0.524. (2) The peptide sequence is LALARAQRMQTARVL. The MHC is HLA-DQA10501-DQB10201 with pseudo-sequence HLA-DQA10501-DQB10201. The binding affinity (normalized) is 0.248.